Dataset: Catalyst prediction with 721,799 reactions and 888 catalyst types from USPTO. Task: Predict which catalyst facilitates the given reaction. Reactant: [O:1]=[C:2]1[NH:6][C:5]2[C:7]([C:15]([F:18])([F:17])[F:16])=[CH:8][CH:9]=[C:10]([C:11]([O:13][CH3:14])=[O:12])[C:4]=2[NH:3]1.[C:19](O[C:19]([O:21][C:22]([CH3:25])([CH3:24])[CH3:23])=[O:20])([O:21][C:22]([CH3:25])([CH3:24])[CH3:23])=[O:20].[H-].[Na+].Cl. Product: [O:1]=[C:2]1[N:6]([C:19]([O:21][C:22]([CH3:25])([CH3:24])[CH3:23])=[O:20])[C:5]2[C:7]([C:15]([F:18])([F:16])[F:17])=[CH:8][CH:9]=[C:10]([C:11]([O:13][CH3:14])=[O:12])[C:4]=2[NH:3]1. The catalyst class is: 9.